This data is from Peptide-MHC class I binding affinity with 185,985 pairs from IEDB/IMGT. The task is: Regression. Given a peptide amino acid sequence and an MHC pseudo amino acid sequence, predict their binding affinity value. This is MHC class I binding data. (1) The peptide sequence is RPVGISSMV. The MHC is HLA-B35:01 with pseudo-sequence HLA-B35:01. The binding affinity (normalized) is 0.620. (2) The peptide sequence is YRFRKSSKK. The binding affinity (normalized) is 0.0847. The MHC is HLA-A69:01 with pseudo-sequence HLA-A69:01. (3) The peptide sequence is RSLFNTVATLY. The binding affinity (normalized) is 0.0847. The MHC is HLA-B15:09 with pseudo-sequence HLA-B15:09. (4) The peptide sequence is IAQLNRPAM. The MHC is HLA-B58:01 with pseudo-sequence HLA-B58:01. The binding affinity (normalized) is 0.0847. (5) The peptide sequence is AVSKNRRQL. The MHC is HLA-A11:01 with pseudo-sequence HLA-A11:01. The binding affinity (normalized) is 0.0847. (6) The peptide sequence is RTTVTTITV. The MHC is Mamu-A01 with pseudo-sequence Mamu-A01. The binding affinity (normalized) is 0.487. (7) The peptide sequence is IVAWTRTAT. The MHC is HLA-B35:01 with pseudo-sequence HLA-B35:01. The binding affinity (normalized) is 0.372.